This data is from NCI-60 drug combinations with 297,098 pairs across 59 cell lines. The task is: Regression. Given two drug SMILES strings and cell line genomic features, predict the synergy score measuring deviation from expected non-interaction effect. (1) Drug 1: C1C(C(OC1N2C=C(C(=O)NC2=O)F)CO)O. Drug 2: CCN(CC)CCNC(=O)C1=C(NC(=C1C)C=C2C3=C(C=CC(=C3)F)NC2=O)C. Cell line: 786-0. Synergy scores: CSS=18.0, Synergy_ZIP=-0.958, Synergy_Bliss=1.52, Synergy_Loewe=-18.6, Synergy_HSA=1.67. (2) Drug 1: C(CC(=O)O)C(=O)CN.Cl. Drug 2: CS(=O)(=O)OCCCCOS(=O)(=O)C. Cell line: CCRF-CEM. Synergy scores: CSS=54.2, Synergy_ZIP=-8.12, Synergy_Bliss=-5.23, Synergy_Loewe=-0.0360, Synergy_HSA=1.85. (3) Drug 1: CC1=C(N=C(N=C1N)C(CC(=O)N)NCC(C(=O)N)N)C(=O)NC(C(C2=CN=CN2)OC3C(C(C(C(O3)CO)O)O)OC4C(C(C(C(O4)CO)O)OC(=O)N)O)C(=O)NC(C)C(C(C)C(=O)NC(C(C)O)C(=O)NCCC5=NC(=CS5)C6=NC(=CS6)C(=O)NCCC[S+](C)C)O. Drug 2: CN(C(=O)NC(C=O)C(C(C(CO)O)O)O)N=O. Cell line: DU-145. Synergy scores: CSS=58.5, Synergy_ZIP=2.11, Synergy_Bliss=-0.485, Synergy_Loewe=-43.1, Synergy_HSA=-0.767.